This data is from Catalyst prediction with 721,799 reactions and 888 catalyst types from USPTO. The task is: Predict which catalyst facilitates the given reaction. (1) Reactant: C[O:2][C:3]1[CH:4]=[C:5]2[C:9](=[C:10]([C:12]([O:14][CH3:15])=[O:13])[CH:11]=1)[CH2:8][C:7]([CH3:16])=[CH:6]2.B(Br)(Br)Br. Product: [OH:2][C:3]1[CH:4]=[C:5]2[C:9](=[C:10]([C:12]([O:14][CH3:15])=[O:13])[CH:11]=1)[CH2:8][C:7]([CH3:16])=[CH:6]2. The catalyst class is: 4. (2) Reactant: C(OC([N:8]1[CH2:13][CH2:12][CH:11]([S:14]([CH2:17][C:18]2[CH:23]=[CH:22][CH:21]=[CH:20][C:19]=2[F:24])(=[O:16])=[O:15])[CH2:10][CH2:9]1)=O)(C)(C)C.[ClH:25].C(OCC)(=O)C. Product: [ClH:25].[F:24][C:19]1[CH:20]=[CH:21][CH:22]=[CH:23][C:18]=1[CH2:17][S:14]([CH:11]1[CH2:10][CH2:9][NH:8][CH2:13][CH2:12]1)(=[O:15])=[O:16]. The catalyst class is: 13. (3) The catalyst class is: 3. Product: [CH3:1][N:2]1[CH:6]=[C:5]([C:7]2[CH:12]=[CH:11][C:10]([C:13]3[CH:14]=[N:15][CH:16]=[C:17]4[C:22]=3[N:21]=[C:20]([C:23]3[N:25]=[N:26][NH:27][N:24]=3)[CH:19]=[CH:18]4)=[CH:9][CH:8]=2)[CH:4]=[N:3]1. Reactant: [CH3:1][N:2]1[CH:6]=[C:5]([C:7]2[CH:12]=[CH:11][C:10]([C:13]3[CH:14]=[N:15][CH:16]=[C:17]4[C:22]=3[N:21]=[C:20]([C:23]#[N:24])[CH:19]=[CH:18]4)=[CH:9][CH:8]=2)[CH:4]=[N:3]1.[N-:25]=[N+:26]=[N-:27].[Na+].O. (4) Reactant: B(Br)(Br)Br.[NH2:5][C:6]1[C:15]2[N:16]=[C:17]([CH2:29][O:30]CC)[N:18]([CH2:19][CH2:20][CH2:21][CH2:22][NH:23][C:24](=[O:28])[CH:25]([CH3:27])[CH3:26])[C:14]=2[C:13]2[CH:12]=[CH:11][CH:10]=[CH:9][C:8]=2[N:7]=1. Product: [NH2:5][C:6]1[C:15]2[N:16]=[C:17]([CH2:29][OH:30])[N:18]([CH2:19][CH2:20][CH2:21][CH2:22][NH:23][C:24](=[O:28])[CH:25]([CH3:27])[CH3:26])[C:14]=2[C:13]2[CH:12]=[CH:11][CH:10]=[CH:9][C:8]=2[N:7]=1. The catalyst class is: 4. (5) Reactant: [N-:1]=[N+:2]=[N-:3].[Na+].Br[CH:6]1[CH2:12][CH:11]([C:13]2[CH:18]=[CH:17][CH:16]=[CH:15][CH:14]=2)[CH2:10][CH2:9][N:8]([CH2:19][CH:20]2[CH2:22][CH2:21]2)[C:7]1=[O:23]. Product: [N:1]([CH:6]1[CH2:12][CH:11]([C:13]2[CH:18]=[CH:17][CH:16]=[CH:15][CH:14]=2)[CH2:10][CH2:9][N:8]([CH2:19][CH:20]2[CH2:22][CH2:21]2)[C:7]1=[O:23])=[N+:2]=[N-:3]. The catalyst class is: 47.